From a dataset of Full USPTO retrosynthesis dataset with 1.9M reactions from patents (1976-2016). Predict the reactants needed to synthesize the given product. (1) Given the product [F:1][C:2]1[CH:18]=[C:17]([F:19])[CH:16]=[CH:15][C:3]=1[O:4][C:5]1[CH:6]=[CH:7][C:8]([C:9]([OH:11])=[O:10])=[CH:13][CH:14]=1, predict the reactants needed to synthesize it. The reactants are: [F:1][C:2]1[CH:18]=[C:17]([F:19])[CH:16]=[CH:15][C:3]=1[O:4][C:5]1[CH:14]=[CH:13][C:8]([C:9]([O:11]C)=[O:10])=[CH:7][CH:6]=1.O.[OH-].[Na+]. (2) The reactants are: [Cl:1][C:2]1[C:11]2[C:6](=[C:7]([Cl:13])[CH:8]=[C:9]([F:12])[CH:10]=2)[N:5]=[CH:4][C:3]=1[CH:14]([OH:16])[CH3:15]. Given the product [Cl:1][C:2]1[C:11]2[C:6](=[C:7]([Cl:13])[CH:8]=[C:9]([F:12])[CH:10]=2)[N:5]=[CH:4][C:3]=1[C:14](=[O:16])[CH3:15], predict the reactants needed to synthesize it. (3) The reactants are: [N:1]([CH2:4][CH2:5][CH2:6][O:7][C@H:8]1[CH2:13][CH2:12][CH2:11][C@@H:10]([O:14][CH2:15][C:16]2[N:17]=[C:18]([C:22]3[CH:23]=[C:24]([CH3:28])[CH:25]=[CH:26][CH:27]=3)[O:19][C:20]=2[CH3:21])[CH2:9]1)=[N+]=[N-].[H][H]. Given the product [CH3:21][C:20]1[O:19][C:18]([C:22]2[CH:23]=[C:24]([CH3:28])[CH:25]=[CH:26][CH:27]=2)=[N:17][C:16]=1[CH2:15][O:14][C@H:10]1[CH2:11][CH2:12][CH2:13][C@@H:8]([O:7][CH2:6][CH2:5][CH2:4][NH2:1])[CH2:9]1, predict the reactants needed to synthesize it. (4) Given the product [Br:1][C:2]1[N:7]=[C:6]([C:8]([N:15]2[CH2:16][CH2:17][CH:12]([CH3:11])[CH2:13][CH2:14]2)=[O:10])[CH:5]=[CH:4][CH:3]=1, predict the reactants needed to synthesize it. The reactants are: [Br:1][C:2]1[N:7]=[C:6]([C:8]([OH:10])=O)[CH:5]=[CH:4][CH:3]=1.[CH3:11][CH:12]1[CH2:17][CH2:16][NH:15][CH2:14][CH2:13]1.C(N(CC)C(C)C)(C)C.CN(C(ON1N=NC2C=CC=CC1=2)=[N+](C)C)C.F[P-](F)(F)(F)(F)F. (5) The reactants are: [CH:1]1([CH2:4][O:5][C:6]2[CH:25]=[CH:24][C:9]3[N:10]=[C:11]([N:13]4[CH2:18][CH2:17][CH:16]([O:19][CH2:20][C:21](=O)[CH3:22])[CH2:15][CH2:14]4)[O:12][C:8]=3[CH:7]=2)[CH2:3][CH2:2]1.[CH3:26][C:27]1[C:28]([NH2:32])=[N:29][O:30][CH:31]=1.[B][B][B][B][B][B][B][B][B][B]. Given the product [CH:1]1([CH2:4][O:5][C:6]2[CH:25]=[CH:24][C:9]3[N:10]=[C:11]([N:13]4[CH2:14][CH2:15][CH:16]([O:19][CH2:20][CH:21]([NH:32][C:28]5[C:27]([CH3:26])=[CH:31][O:30][N:29]=5)[CH3:22])[CH2:17][CH2:18]4)[O:12][C:8]=3[CH:7]=2)[CH2:2][CH2:3]1, predict the reactants needed to synthesize it. (6) Given the product [CH2:1]([O:3][C:4]([N:6]1[C:15]2[C:10](=[N:11][C:12]([O:16][CH3:17])=[CH:13][CH:14]=2)[C@@H:9]([NH:18][C:19]2[N:24]=[C:23]([CH2:25][C:26]3[CH:31]=[C:30]([C:32]([F:35])([F:34])[F:33])[CH:29]=[C:28]([C:36]([F:37])([F:39])[F:38])[CH:27]=3)[C:22]([CH:40]=[CH:41][C:42]3[NH:48][N:47]=[N:46][N:43]=3)=[CH:21][N:20]=2)[CH2:8][C@H:7]1[CH2:44][CH3:45])=[O:5])[CH3:2], predict the reactants needed to synthesize it. The reactants are: [CH2:1]([O:3][C:4]([N:6]1[C:15]2[C:10](=[N:11][C:12]([O:16][CH3:17])=[CH:13][CH:14]=2)[C@@H:9]([NH:18][C:19]2[N:24]=[C:23]([CH2:25][C:26]3[CH:31]=[C:30]([C:32]([F:35])([F:34])[F:33])[CH:29]=[C:28]([C:36]([F:39])([F:38])[F:37])[CH:27]=3)[C:22]([CH:40]=[CH:41][C:42]#[N:43])=[CH:21][N:20]=2)[CH2:8][C@H:7]1[CH2:44][CH3:45])=[O:5])[CH3:2].[N-:46]=[N+:47]=[N-:48].[Na+].[Cl-].[NH4+].